This data is from Catalyst prediction with 721,799 reactions and 888 catalyst types from USPTO. The task is: Predict which catalyst facilitates the given reaction. (1) Reactant: Br[C:2]1[CH:7]=[CH:6][C:5]([O:8][CH3:9])=[C:4]([F:10])[CH:3]=1.C([Li])CCC.[O:16]=[C:17]1[CH2:22][CH2:21][N:20]([C:23]([O:25][C:26]([CH3:29])([CH3:28])[CH3:27])=[O:24])[CH2:19][CH2:18]1. Product: [F:10][C:4]1[CH:3]=[C:2]([C:17]2([OH:16])[CH2:18][CH2:19][N:20]([C:23]([O:25][C:26]([CH3:28])([CH3:27])[CH3:29])=[O:24])[CH2:21][CH2:22]2)[CH:7]=[CH:6][C:5]=1[O:8][CH3:9]. The catalyst class is: 7. (2) Reactant: [CH:1]1([CH2:4][N:5]([C:24](=[O:30])[C:25]([O:27]CC)=O)[C:6]([CH:9]2[CH2:14][CH2:13][N:12]([CH2:15][C:16]3[CH:21]=[CH:20][C:19]([F:22])=[CH:18][CH:17]=3)[C:11](=[O:23])[CH2:10]2)([CH3:8])[CH3:7])[CH2:3][CH2:2]1.[Li+].C[Si]([N-][Si](C)(C)C)(C)C. Product: [CH:1]1([CH2:4][N:5]2[C:24](=[O:30])[C:25]([OH:27])=[C:10]3[CH:9]([CH2:14][CH2:13][N:12]([CH2:15][C:16]4[CH:21]=[CH:20][C:19]([F:22])=[CH:18][CH:17]=4)[C:11]3=[O:23])[C:6]2([CH3:8])[CH3:7])[CH2:2][CH2:3]1. The catalyst class is: 3. (3) Reactant: [C:1]([CH2:3][C:4]1([N:15]2[CH:19]=[C:18]([C:20]3[N:25]4[CH:26]=[CH:27][N:28]=[C:24]4[CH:23]=[C:22]([C:29]4[CH:34]=[CH:33][C:32]([C:35]([F:38])([F:37])[F:36])=[CH:31][CH:30]=4)[N:21]=3)[CH:17]=[N:16]2)[CH2:7][N:6](C(OC(C)(C)C)=O)[CH2:5]1)#[N:2].[ClH:39]. Product: [ClH:39].[ClH:39].[F:38][C:35]([F:36])([F:37])[C:32]1[CH:31]=[CH:30][C:29]([C:22]2[N:21]=[C:20]([C:18]3[CH:17]=[N:16][N:15]([C:4]4([CH2:3][C:1]#[N:2])[CH2:7][NH:6][CH2:5]4)[CH:19]=3)[N:25]3[CH:26]=[CH:27][N:28]=[C:24]3[CH:23]=2)=[CH:34][CH:33]=1. The catalyst class is: 12. (4) Reactant: F[P-](F)(F)(F)(F)F.C[N+](C)=[C:10](N(C)C)[O:11][N:12]1[C:16]2N=CC=CC=2N=N1.[Cl:25][C:26]1[C:27]2[N:28]([N:42]=[CH:43][CH:44]=2)[C:29]([C:35]2[CH:40]=[CH:39][CH:38]=[C:37]([F:41])[CH:36]=2)=[C:30]([C:32](O)=[O:33])[CH:31]=1.C(N(CC)C(C)C)(C)C.Cl.CNOC. Product: [Cl:25][C:26]1[C:27]2[N:28]([N:42]=[CH:43][CH:44]=2)[C:29]([C:35]2[CH:40]=[CH:39][CH:38]=[C:37]([F:41])[CH:36]=2)=[C:30]([C:32]([N:12]([O:11][CH3:10])[CH3:16])=[O:33])[CH:31]=1. The catalyst class is: 42. (5) Reactant: C(=O)([O-])[O-].[K+].[K+].[C:7]([O:11][CH3:12])(=[O:10])[CH:8]=[CH2:9].[CH3:13][O:14][C:15]1[CH:16]=[C:17]2[C:21](=[CH:22][C:23]=1[O:24][CH3:25])[NH:20][CH:19]=[C:18]2[C:26]1[N:34]([S:35]([C:38]2[CH:43]=[CH:42][C:41]([CH3:44])=[CH:40][CH:39]=2)(=[O:37])=[O:36])[C:29]2=[N:30][CH:31]=[CH:32][CH:33]=[C:28]2[CH:27]=1.O. Product: [CH3:13][O:14][C:15]1[CH:16]=[C:17]2[C:21](=[CH:22][C:23]=1[O:24][CH3:25])[N:20]([CH2:9][CH2:8][C:7]([O:11][CH3:12])=[O:10])[CH:19]=[C:18]2[C:26]1[N:34]([S:35]([C:38]2[CH:39]=[CH:40][C:41]([CH3:44])=[CH:42][CH:43]=2)(=[O:37])=[O:36])[C:29]2=[N:30][CH:31]=[CH:32][CH:33]=[C:28]2[CH:27]=1. The catalyst class is: 42. (6) Reactant: [CH3:1][C:2]1[NH:28][C:5]2=[C:6]([N:18]3[CH2:27][CH2:26][C:25]4[C:20](=[CH:21][CH:22]=[CH:23][CH:24]=4)[CH2:19]3)[N:7]=[C:8]([CH2:10][N:11]3[CH2:16][CH2:15][N:14]([CH3:17])[CH2:13][CH2:12]3)[CH:9]=[C:4]2[C:3]=1[CH3:29].[ClH:30]. Product: [ClH:30].[CH3:1][C:2]1[NH:28][C:5]2=[C:6]([N:18]3[CH2:27][CH2:26][C:25]4[C:20](=[CH:21][CH:22]=[CH:23][CH:24]=4)[CH2:19]3)[N:7]=[C:8]([CH2:10][N:11]3[CH2:12][CH2:13][N:14]([CH3:17])[CH2:15][CH2:16]3)[CH:9]=[C:4]2[C:3]=1[CH3:29]. The catalyst class is: 13.